Task: Binary Classification. Given a drug SMILES string, predict its activity (active/inactive) in a high-throughput screening assay against a specified biological target.. Dataset: Kir2.1 potassium channel HTS with 301,493 compounds (1) The drug is o1c(c2ccccc2)ccc1/C=N\c1ccc(OC)cc1. The result is 0 (inactive). (2) The molecule is O=C/1N(CCCC)C(=O)NC(=O)C1=C(/NCCc1ccccc1)C. The result is 0 (inactive). (3) The compound is S(=O)(=O)(N1CC(CCC1)C(=O)NCCCOC(C)C)CC. The result is 0 (inactive). (4) The drug is O=C(N\N=C(\Cc1ccccc1)C)c1n[nH]c(C(C)(C)C)c1. The result is 0 (inactive).